From a dataset of Reaction yield outcomes from USPTO patents with 853,638 reactions. Predict the reaction yield, written as a fraction of the theoretical maximum amount of product (1.0 means a 100% yield; for example, 0.34 means a 34% yield). (1) The reactants are [O:1]1[C:5]2[CH:6]=[CH:7][CH:8]=[CH:9][C:4]=2[CH:3]=[C:2]1[C:10]1[CH:31]=[CH:30][C:13]([C:14]([NH:16][S:17]([C:20]2[CH:25]=[CH:24][CH:23]=[CH:22][C:21]=2[S:26](=[O:29])(=[O:28])[NH2:27])(=[O:19])=[O:18])=[O:15])=[CH:12][C:11]=1Br.[CH3:33][C:34]([OH:38])([C:36]#[CH:37])[CH3:35]. No catalyst specified. The product is [O:1]1[C:5]2[CH:6]=[CH:7][CH:8]=[CH:9][C:4]=2[CH:3]=[C:2]1[C:10]1[CH:31]=[CH:30][C:13]([C:14]([NH:16][S:17]([C:20]2[CH:25]=[CH:24][CH:23]=[CH:22][C:21]=2[S:26](=[O:29])(=[O:28])[NH2:27])(=[O:19])=[O:18])=[O:15])=[CH:12][C:11]=1[C:37]#[C:36][C:34]([OH:38])([CH3:35])[CH3:33]. The yield is 0.340. (2) The reactants are [Cl:1][C:2]1[CH:3]=[C:4]([C:9]2([C:27]([F:30])([F:29])[F:28])[O:13][N:12]=[C:11]([C:14]3[CH:19]=[CH:18][C:17]([C:20](=O)[CH2:21][CH:22]([CH3:24])[CH3:23])=[C:16]([CH3:26])[CH:15]=3)[CH2:10]2)[CH:5]=[C:6]([Cl:8])[CH:7]=1.Cl.[NH2:32][OH:33].Cl. The catalyst is CO. The product is [Cl:1][C:2]1[CH:3]=[C:4]([C:9]2([C:27]([F:30])([F:29])[F:28])[O:13][N:12]=[C:11]([C:14]3[CH:19]=[CH:18][C:17]([C:20](=[N:32][OH:33])[CH2:21][CH:22]([CH3:24])[CH3:23])=[C:16]([CH3:26])[CH:15]=3)[CH2:10]2)[CH:5]=[C:6]([Cl:8])[CH:7]=1. The yield is 0.400. (3) The reactants are [C-:1]#[N:2].[K+].Br[CH2:5][C:6]1[S:10][C:9]([C:11]2[CH:16]=[CH:15][CH:14]=[CH:13][CH:12]=2)=[N:8][CH:7]=1. The catalyst is CN(C=O)C. The product is [C:11]1([C:9]2[S:10][C:6]([CH2:5][C:1]#[N:2])=[CH:7][N:8]=2)[CH:16]=[CH:15][CH:14]=[CH:13][CH:12]=1. The yield is 0.730. (4) The reactants are [N:1]1[CH:6]=[CH:5][N:4]=[CH:3][C:2]=1[N:7]1[CH2:12][CH2:11][N:10]([C:13]([O:15][C:16]([CH3:19])([CH3:18])[CH3:17])=[O:14])[CH2:9][CH2:8]1.[Br:20]N1C(=O)CCC1=O. The yield is 0.734. The product is [Br:20][C:5]1[N:4]=[CH:3][C:2]([N:7]2[CH2:8][CH2:9][N:10]([C:13]([O:15][C:16]([CH3:19])([CH3:18])[CH3:17])=[O:14])[CH2:11][CH2:12]2)=[N:1][CH:6]=1. The catalyst is C(#N)C. (5) The reactants are [Br:1][C:2]1[CH:9]=[CH:8][C:5]([CH2:6]Br)=[CH:4][C:3]=1[F:10].[C-:11]#[N:12].[Na+]. The catalyst is C(O)C. The product is [Br:1][C:2]1[CH:9]=[CH:8][C:5]([CH2:6][C:11]#[N:12])=[CH:4][C:3]=1[F:10]. The yield is 0.560. (6) The reactants are [CH2:1]([S:8][C:9]([CH3:44])([CH:39](OC)[O:40]C)[CH2:10][NH:11][C:12]([C:14]1[NH:15][C:16]2[C:21]([CH:22]=1)=[CH:20][C:19]([O:23][CH2:24][CH2:25][O:26][CH3:27])=[CH:18][C:17]=2[N:28]([CH3:38])[S:29]([C:32]1[CH:37]=[CH:36][CH:35]=[CH:34][N:33]=1)(=[O:31])=[O:30])=[O:13])[C:2]1[CH:7]=[CH:6][CH:5]=[CH:4][CH:3]=1.O. The catalyst is CC(C)=O. The product is [CH2:1]([S:8][C:9]([CH3:44])([CH:39]=[O:40])[CH2:10][NH:11][C:12]([C:14]1[NH:15][C:16]2[C:21]([CH:22]=1)=[CH:20][C:19]([O:23][CH2:24][CH2:25][O:26][CH3:27])=[CH:18][C:17]=2[N:28]([CH3:38])[S:29]([C:32]1[CH:37]=[CH:36][CH:35]=[CH:34][N:33]=1)(=[O:30])=[O:31])=[O:13])[C:2]1[CH:7]=[CH:6][CH:5]=[CH:4][CH:3]=1. The yield is 0.870. (7) The reactants are [CH2:1]([O:3][C:4]1[CH:9]=[CH:8][CH:7]=[CH:6][C:5]=1[C:10]1[NH:15][C:14](=[O:16])[C:13]2=[C:17]([CH3:27])[N:18]=[C:19]([CH:20]3[CH2:26][CH2:25][CH2:24][CH2:23][CH2:22][CH2:21]3)[N:12]2[N:11]=1)[CH3:2].[Br:28][CH2:29][C:30](Br)=[O:31].[Cl-].[Cl-].[Cl-].[Al+3]. The catalyst is CCOCC. The product is [Br:28][CH2:29][C:30]([C:7]1[CH:8]=[CH:9][C:4]([O:3][CH2:1][CH3:2])=[C:5]([C:10]2[NH:15][C:14](=[O:16])[C:13]3=[C:17]([CH3:27])[N:18]=[C:19]([CH:20]4[CH2:26][CH2:25][CH2:24][CH2:23][CH2:22][CH2:21]4)[N:12]3[N:11]=2)[CH:6]=1)=[O:31]. The yield is 0.663.